Dataset: Full USPTO retrosynthesis dataset with 1.9M reactions from patents (1976-2016). Task: Predict the reactants needed to synthesize the given product. (1) Given the product [F:13][C:11]1[CH:12]=[C:7]([O:6][CH2:5][CH:2]2[CH2:3][CH2:4][N:1]2[C:23]2[CH:24]=[CH:25][CH:26]=[CH:27][C:22]=2[C:21]([NH2:16])=[O:28])[CH:8]=[N:9][CH:10]=1, predict the reactants needed to synthesize it. The reactants are: [NH:1]1[CH2:4][CH2:3][CH:2]1[CH2:5][O:6][C:7]1[CH:8]=[N:9][CH:10]=[C:11]([F:13])[CH:12]=1.C([N:16](CC)CC)C.[C:21](Cl)(=[O:28])[C:22]1[CH:27]=[CH:26][CH:25]=[CH:24][CH:23]=1. (2) The reactants are: [N:1]([C:3]1[C:4](=[O:20])[NH:5][C:6](=[O:19])[NH:7][C:8]=1[NH:9][CH:10]1[C:18]2[C:13](=[CH:14][CH:15]=[CH:16][CH:17]=2)[CH2:12][CH2:11]1)=O.O.S(S([O-])=O)([O-])=O.[Na+].[Na+]. Given the product [NH2:1][C:3]1[C:4](=[O:20])[NH:5][C:6](=[O:19])[NH:7][C:8]=1[NH:9][CH:10]1[C:18]2[C:13](=[CH:14][CH:15]=[CH:16][CH:17]=2)[CH2:12][CH2:11]1, predict the reactants needed to synthesize it. (3) Given the product [CH:9]([O:8][C:4]([CH3:7])([CH3:6])[CH3:5])=[O:11].[OH:1][OH:2], predict the reactants needed to synthesize it. The reactants are: [O:1]=[O+:2][O-].[C:4]([O:8][CH2:9]C)([CH3:7])([CH3:6])[CH3:5].[O:11]=[O+][O-].OO. (4) The reactants are: C(Cl)(=O)C.C(OC([N:12]1[CH2:17][CH2:16][CH2:15][C@H:14]2[CH2:18][N:19]([C:21]3[C:30]([O:31][CH3:32])=[C:29]4[C:24]([C:25](=[O:46])[C:26]([C:36]([O:38][CH2:39][C:40]5[CH:45]=[CH:44][CH:43]=[CH:42][CH:41]=5)=[O:37])=[CH:27][N:28]4[CH:33]4[CH2:35][CH2:34]4)=[CH:23][C:22]=3[F:47])[CH2:20][C@@H:13]12)=O)(C)(C)C.Cl. Given the product [CH:33]1([N:28]2[C:29]3[C:24](=[CH:23][C:22]([F:47])=[C:21]([N:19]4[CH2:18][C@H:14]5[C@H:13]([NH:12][CH2:17][CH2:16][CH2:15]5)[CH2:20]4)[C:30]=3[O:31][CH3:32])[C:25](=[O:46])[C:26]([C:36]([O:38][CH2:39][C:40]3[CH:41]=[CH:42][CH:43]=[CH:44][CH:45]=3)=[O:37])=[CH:27]2)[CH2:35][CH2:34]1, predict the reactants needed to synthesize it. (5) Given the product [Br:1][C:2]1[CH:7]=[CH:6][C:5]([O:8][Si:14]([C:17]([CH3:20])([CH3:19])[CH3:18])([CH3:16])[CH3:15])=[CH:4][CH:3]=1, predict the reactants needed to synthesize it. The reactants are: [Br:1][C:2]1[CH:7]=[CH:6][C:5]([OH:8])=[CH:4][CH:3]=1.N1C=CN=C1.[Si:14](Cl)([C:17]([CH3:20])([CH3:19])[CH3:18])([CH3:16])[CH3:15].